Dataset: Full USPTO retrosynthesis dataset with 1.9M reactions from patents (1976-2016). Task: Predict the reactants needed to synthesize the given product. (1) Given the product [CH3:2][O:3][C:4](=[O:22])[C:5]([OH:6])=[CH:7][C:8](=[O:9])[N:10]([CH2:13][C:14]1[CH:19]=[CH:18][C:17]([CH3:20])=[C:16]([F:21])[CH:15]=1)[O:11][CH3:12], predict the reactants needed to synthesize it. The reactants are: C[C:2]1(C)[O:6][C:5](=[CH:7][C:8]([N:10]([CH2:13][C:14]2[CH:19]=[CH:18][C:17]([CH3:20])=[C:16]([F:21])[CH:15]=2)[O:11][CH3:12])=[O:9])[C:4](=[O:22])[O:3]1. (2) The reactants are: [C:1]([O:4][CH2:5][CH2:6][CH2:7][CH2:8][C:9]1[C:17]2[C:12](=[CH:13][CH:14]=[CH:15][CH:16]=2)[NH:11][C:10]=1[CH:18]1[CH2:23][CH2:22][C:21]([N:30]([CH3:32])[CH3:31])([C:24]2[CH:29]=[CH:28][CH:27]=[CH:26][CH:25]=2)[CH2:20][CH2:19]1)(=[O:3])[CH3:2].[Si]([Cl:37])(C)(C)C. Given the product [ClH:37].[C:1]([O:4][CH2:5][CH2:6][CH2:7][CH2:8][C:9]1[C:17]2[C:12](=[CH:13][CH:14]=[CH:15][CH:16]=2)[NH:11][C:10]=1[CH:18]1[CH2:19][CH2:20][C:21]([N:30]([CH3:32])[CH3:31])([C:24]2[CH:29]=[CH:28][CH:27]=[CH:26][CH:25]=2)[CH2:22][CH2:23]1)(=[O:3])[CH3:2], predict the reactants needed to synthesize it. (3) Given the product [CH3:18][C:17]([C:2]1[CH:7]=[C:6]([Br:8])[CH:5]=[C:4]([Br:9])[CH:3]=1)=[O:19], predict the reactants needed to synthesize it. The reactants are: Br[C:2]1[CH:7]=[C:6]([Br:8])[CH:5]=[C:4]([Br:9])[CH:3]=1.C([Li])CCC.CN(C)[C:17](=[O:19])[CH3:18]. (4) Given the product [CH:4]([C:7]1[CH:8]=[C:9]([CH:10]=[CH:11][CH:12]=1)[C:18]([OH:20])=[O:19])([CH3:6])[CH3:5], predict the reactants needed to synthesize it. The reactants are: [Mg].II.[CH:4]([C:7]1[CH:8]=[C:9](Br)[CH:10]=[CH:11][CH:12]=1)([CH3:6])[CH3:5].BrCCBr.[C:18](=[O:20])=[O:19].Cl. (5) Given the product [CH2:27]([NH:34][S:23]([C:20]1[CH:21]=[CH:22][C:17]([CH2:16][C:7]2[CH:8]=[C:9]3[C:4](=[CH:5][CH:6]=2)[NH:3][C:2](=[O:1])[CH:11]=[C:10]3[C:12]([F:15])([F:14])[F:13])=[CH:18][CH:19]=1)(=[O:25])=[O:24])[C:28]1[CH:33]=[CH:32][CH:31]=[CH:30][CH:29]=1, predict the reactants needed to synthesize it. The reactants are: [O:1]=[C:2]1[CH:11]=[C:10]([C:12]([F:15])([F:14])[F:13])[C:9]2[C:4](=[CH:5][CH:6]=[C:7]([CH2:16][C:17]3[CH:22]=[CH:21][C:20]([S:23](Cl)(=[O:25])=[O:24])=[CH:19][CH:18]=3)[CH:8]=2)[NH:3]1.[CH2:27]([NH2:34])[C:28]1[CH:33]=[CH:32][CH:31]=[CH:30][CH:29]=1.